Dataset: Reaction yield outcomes from USPTO patents with 853,638 reactions. Task: Predict the reaction yield, written as a fraction of the theoretical maximum amount of product (1.0 means a 100% yield; for example, 0.34 means a 34% yield). The product is [CH2:19]([O:26][CH2:27][C:28]([NH:10][C@H:9]1[C@@H:11]([OH:12])[C@H:13]([OH:14])[C@@H:15]([CH2:17][OH:18])[O:16][CH:8]1[OH:7])=[O:29])[C:20]1[CH:25]=[CH:24][CH:23]=[CH:22][CH:21]=1. The yield is 0.680. No catalyst specified. The reactants are C([O-])(O)=O.[Na+].Cl.[OH:7][CH:8]1[O:16][C@H:15]([CH2:17][OH:18])[C@@H:13]([OH:14])[C@H:11]([OH:12])[C@@H:9]1[NH2:10].[CH2:19]([O:26][CH2:27][C:28](Cl)=[O:29])[C:20]1[CH:25]=[CH:24][CH:23]=[CH:22][CH:21]=1.